Task: Predict the reactants needed to synthesize the given product.. Dataset: Full USPTO retrosynthesis dataset with 1.9M reactions from patents (1976-2016) (1) Given the product [F:1][C:2]1[CH:7]=[C:6]([O:8][CH2:9][C:10]([OH:12])([CH3:11])[CH3:20])[CH:5]=[C:4]([F:21])[C:3]=1[C:22]1[N:27]=[C:26]([C:28]([O:30][CH3:31])=[O:29])[CH:25]=[CH:24][C:23]=1[F:32], predict the reactants needed to synthesize it. The reactants are: [F:1][C:2]1[CH:7]=[C:6]([O:8][CH2:9][C:10]([CH3:20])([O:12][Si](CC)(CC)CC)[CH3:11])[CH:5]=[C:4]([F:21])[C:3]=1[C:22]1[N:27]=[C:26]([C:28]([O:30][CH3:31])=[O:29])[CH:25]=[CH:24][C:23]=1[F:32].Cl.CO. (2) Given the product [CH2:27]([C:21]1[C:22](=[O:23])[N:3]2[C:2]([NH:1][C:5]3[CH:6]=[CH:7][CH:8]=[CH:9][C:4]=32)=[C:10]([C:11]#[N:12])[C:13]=1[C:14]1[CH:19]=[CH:18][CH:17]=[CH:16][CH:15]=1)[CH3:28], predict the reactants needed to synthesize it. The reactants are: [N:1]1[C:5]2[CH:6]=[CH:7][CH:8]=[CH:9][C:4]=2[NH:3][C:2]=1[CH2:10][C:11]#[N:12].[C:13]([CH:21]([CH2:27][CH3:28])[C:22](OCC)=[O:23])(=O)[C:14]1[CH:19]=[CH:18][CH:17]=[CH:16][CH:15]=1.C([O-])(=O)C.[NH4+]. (3) Given the product [C:23]([C@@H:22]([NH:21][C:12]([C:10]1[CH:9]=[N:8][C:7]([N:15]2[CH2:18][C:17]([F:20])([F:19])[CH2:16]2)=[C:6]([O:5][CH2:4][CH:1]2[CH2:2][CH2:3]2)[N:11]=1)=[O:14])[C:26]1[CH:27]=[CH:28][CH:29]=[CH:30][CH:31]=1)(=[O:24])[NH2:25], predict the reactants needed to synthesize it. The reactants are: [CH:1]1([CH2:4][O:5][C:6]2[N:11]=[C:10]([C:12]([OH:14])=O)[CH:9]=[N:8][C:7]=2[N:15]2[CH2:18][C:17]([F:20])([F:19])[CH2:16]2)[CH2:3][CH2:2]1.[NH2:21][C@@H:22]([C:26]1[CH:31]=[CH:30][CH:29]=[CH:28][CH:27]=1)[C:23]([NH2:25])=[O:24]. (4) The reactants are: P([O-])([O-])([O-])=O.[K+].[K+].[K+].[F:9][C:10]1[C:15](B(O)O)=[CH:14][CH:13]=[CH:12][N:11]=1.Br[C:20]1[CH:33]=[CH:32][C:31]2[O:30][C:29]3[C:24](=[CH:25][C:26]([C:34]4[CH:39]=[CH:38][N:37]=[C:36]([F:40])[CH:35]=4)=[CH:27][CH:28]=3)[C@@:23]3([N:45]=[C:44]([NH2:46])[CH2:43][O:42][CH2:41]3)[C:22]=2[CH:21]=1. Given the product [F:9][C:10]1[C:15]([C:20]2[CH:33]=[CH:32][C:31]3[O:30][C:29]4[C:24](=[CH:25][C:26]([C:34]5[CH:39]=[CH:38][N:37]=[C:36]([F:40])[CH:35]=5)=[CH:27][CH:28]=4)[C@@:23]4([N:45]=[C:44]([NH2:46])[CH2:43][O:42][CH2:41]4)[C:22]=3[CH:21]=2)=[CH:14][CH:13]=[CH:12][N:11]=1, predict the reactants needed to synthesize it. (5) Given the product [NH2:34][C:30]1[CH:29]=[C:28]([NH:27][C:3]2[C:2]([Cl:1])=[CH:7][N:6]=[C:5]([NH:8][C:9]3[CH:10]=[N:11][N:12]([CH:14]4[CH2:19][CH2:18][N:17]([C:20]([O:22][C:23]([CH3:26])([CH3:25])[CH3:24])=[O:21])[CH2:16][CH2:15]4)[CH:13]=3)[N:4]=2)[CH:33]=[CH:32][CH:31]=1, predict the reactants needed to synthesize it. The reactants are: [Cl:1][C:2]1[C:3]([NH:27][C:28]2[CH:33]=[CH:32][CH:31]=[C:30]([N+:34]([O-])=O)[CH:29]=2)=[N:4][C:5]([NH:8][C:9]2[CH:10]=[N:11][N:12]([CH:14]3[CH2:19][CH2:18][N:17]([C:20]([O:22][C:23]([CH3:26])([CH3:25])[CH3:24])=[O:21])[CH2:16][CH2:15]3)[CH:13]=2)=[N:6][CH:7]=1. (6) Given the product [Br:10][C:11]1[CH:12]=[C:13]2[C:17](=[CH:18][C:19]=1[F:20])[N:16]([CH2:21][CH2:22][OH:23])[CH:15]=[CH:14]2, predict the reactants needed to synthesize it. The reactants are: CC(C[AlH]CC(C)C)C.[Br:10][C:11]1[CH:12]=[C:13]2[C:17](=[CH:18][C:19]=1[F:20])[N:16]([CH2:21][C:22](OCC)=[O:23])[CH:15]=[CH:14]2.[C@H](O)(C([O-])=O)[C@@H](O)C([O-])=O.[Na+].[K+].CCOCC. (7) Given the product [F:17][C:16]1[CH:15]=[C:14]([C:18]2[CH:23]=[CH:22][C:21]([S:24]([CH3:27])(=[O:26])=[O:25])=[CH:20][CH:19]=2)[CH:13]=[C:12]([F:28])[C:11]=1[O:10][CH:7]1[CH2:6][CH2:5][CH:4]([NH2:1])[CH2:9][CH2:8]1, predict the reactants needed to synthesize it. The reactants are: [N:1]([CH:4]1[CH2:9][CH2:8][CH:7]([O:10][C:11]2[C:16]([F:17])=[CH:15][C:14]([C:18]3[CH:23]=[CH:22][C:21]([S:24]([CH3:27])(=[O:26])=[O:25])=[CH:20][CH:19]=3)=[CH:13][C:12]=2[F:28])[CH2:6][CH2:5]1)=[N+]=[N-]. (8) Given the product [C:50]([C:52]1[N:56]([CH2:57][CH2:58][CH2:59][OH:60])[N:55]=[CH:54][C:53]=1[C:61]1[N:66]=[C:65]([C:67](=[O:70])[NH:68][CH3:69])[C:64]([NH:71][C:72]2[C:77]([C:78]([F:79])([F:81])[F:80])=[CH:76][N:75]=[C:74]([NH:82][C:83]3[CH:97]=[CH:96][C:86]([CH2:87][P:88](=[O:92])([OH:95])[O:89][CH2:90][CH3:91])=[CH:85][C:84]=3[O:98][CH3:99])[N:73]=2)=[CH:63][CH:62]=1)#[N:51], predict the reactants needed to synthesize it. The reactants are: C(N(CC)C(C1C=C(C2C=NN(CCCO)C=2)C=CC=1NC1C(C(F)(F)F)=CN=C(NC2C=CC(CP(=O)(O)OCC)=CC=2OC)N=1)=O)C.[C:50]([C:52]1[N:56]([CH2:57][CH2:58][CH2:59][OH:60])[N:55]=[CH:54][C:53]=1[C:61]1[N:66]=[C:65]([C:67](=[O:70])[NH:68][CH3:69])[C:64]([NH:71][C:72]2[C:77]([C:78]([F:81])([F:80])[F:79])=[CH:76][N:75]=[C:74]([NH:82][C:83]3[CH:97]=[CH:96][C:86]([CH2:87][P:88](=[O:95])([O:92]CC)[O:89][CH2:90][CH3:91])=[CH:85][C:84]=3[O:98][CH3:99])[N:73]=2)=[CH:63][CH:62]=1)#[N:51].